This data is from Forward reaction prediction with 1.9M reactions from USPTO patents (1976-2016). The task is: Predict the product of the given reaction. (1) Given the reactants Br[C:2]1[CH:9]=[CH:8][C:5]([CH:6]=[O:7])=[C:4]([OH:10])[CH:3]=1.[O:11]1[CH:15]=[CH:14][CH:13]=[C:12]1[B-](F)(F)F, predict the reaction product. The product is: [O:11]1[CH:15]=[CH:14][C:13]([C:2]2[CH:9]=[CH:8][C:5]([CH:6]=[O:7])=[C:4]([OH:10])[CH:3]=2)=[CH:12]1. (2) Given the reactants [F:1][C:2]1[C:3]([N:14]=[C:15]=[N:16][C:17]2[CH:22]=[C:21]([C:23]([F:26])([F:25])[F:24])[CH:20]=[CH:19][C:18]=2[O:27][CH3:28])=[C:4](/[CH:8]=[CH:9]/[C:10]([O:12][CH3:13])=[O:11])[CH:5]=[CH:6][CH:7]=1.[F:29][C:30]1[CH:31]=[C:32]([N:36]2[CH2:41][CH2:40][NH:39][CH2:38][CH2:37]2)[CH:33]=[CH:34][CH:35]=1, predict the reaction product. The product is: [F:1][C:2]1[CH:7]=[CH:6][CH:5]=[C:4]2[C:3]=1[N:14]=[C:15]([N:39]1[CH2:38][CH2:37][N:36]([C:32]3[CH:33]=[CH:34][CH:35]=[C:30]([F:29])[CH:31]=3)[CH2:41][CH2:40]1)[N:16]([C:17]1[CH:22]=[C:21]([C:23]([F:26])([F:25])[F:24])[CH:20]=[CH:19][C:18]=1[O:27][CH3:28])[CH:8]2[CH2:9][C:10]([O:12][CH3:13])=[O:11]. (3) Given the reactants [C:1]1([C:7]([C:26]2[CH:31]=[CH:30][CH:29]=[CH:28][CH:27]=2)=[N:8][NH:9][C:10]([NH:12][C:13]2[CH:18]=[CH:17][C:16]([N:19]3[CH2:24][CH2:23][O:22][CH2:21][C:20]3=[O:25])=[CH:15][CH:14]=2)=[O:11])[CH:6]=[CH:5][CH:4]=[CH:3][CH:2]=1.C(=O)([O-])[O-].[Cs+].[Cs+].I[CH2:39][CH2:40][CH3:41], predict the reaction product. The product is: [C:26]1([C:7]([C:1]2[CH:2]=[CH:3][CH:4]=[CH:5][CH:6]=2)=[N:8][N:9]([CH2:39][CH2:40][CH3:41])[C:10]([NH:12][C:13]2[CH:14]=[CH:15][C:16]([N:19]3[CH2:24][CH2:23][O:22][CH2:21][C:20]3=[O:25])=[CH:17][CH:18]=2)=[O:11])[CH:27]=[CH:28][CH:29]=[CH:30][CH:31]=1. (4) Given the reactants Cl.[F:2][C:3]1[CH:4]=[C:5]([CH:43]=[CH:44][CH:45]=1)[CH2:6][N:7]1[CH:11]=[C:10]([C:12]2[C:20]3[C:15](=[N:16][CH:17]=[C:18]([C:21]4[CH:26]=[CH:25][C:24]([N:27]5[CH2:32][CH2:31][NH:30][CH2:29][CH2:28]5)=[CH:23][CH:22]=4)[CH:19]=3)[N:14]([S:33]([C:36]3[CH:42]=[CH:41][C:39]([CH3:40])=[CH:38][CH:37]=3)(=[O:35])=[O:34])[CH:13]=2)[CH:9]=[N:8]1.ClC(Cl)(O[C:50](=[O:56])OC(Cl)(Cl)Cl)Cl.[NH3:58], predict the reaction product. The product is: [F:2][C:3]1[CH:4]=[C:5]([CH:43]=[CH:44][CH:45]=1)[CH2:6][N:7]1[CH:11]=[C:10]([C:12]2[C:20]3[C:15](=[N:16][CH:17]=[C:18]([C:21]4[CH:26]=[CH:25][C:24]([N:27]5[CH2:28][CH2:29][N:30]([C:50]([NH2:58])=[O:56])[CH2:31][CH2:32]5)=[CH:23][CH:22]=4)[CH:19]=3)[N:14]([S:33]([C:36]3[CH:42]=[CH:41][C:39]([CH3:40])=[CH:38][CH:37]=3)(=[O:34])=[O:35])[CH:13]=2)[CH:9]=[N:8]1. (5) Given the reactants [CH3:1][O:2][C:3]1[CH:8]=[CH:7][C:6]([S:9]([NH:12][CH3:13])(=[O:11])=[O:10])=[CH:5][CH:4]=1.[H-].[Na+].Cl[C:17]1[N:22]=[C:21]([C:23]2[CH:35]=[CH:34][C:26]3[N:27]=[C:28]([NH:30][C:31](=[O:33])[CH3:32])[S:29][C:25]=3[CH:24]=2)[CH:20]=[CH:19][N:18]=1, predict the reaction product. The product is: [CH3:1][O:2][C:3]1[CH:4]=[CH:5][C:6]([S:9]([N:12]([C:17]2[N:22]=[C:21]([C:23]3[CH:35]=[CH:34][C:26]4[N:27]=[C:28]([NH:30][C:31](=[O:33])[CH3:32])[S:29][C:25]=4[CH:24]=3)[CH:20]=[CH:19][N:18]=2)[CH3:13])(=[O:11])=[O:10])=[CH:7][CH:8]=1. (6) Given the reactants [Br:1][C:2]1[C:10]([CH3:11])=[CH:9][CH:8]=[CH:7][C:3]=1[C:4]([OH:6])=O.[NH:12]1[CH2:16][CH2:15][CH2:14][CH2:13]1, predict the reaction product. The product is: [Br:1][C:2]1[C:10]([CH3:11])=[CH:9][CH:8]=[CH:7][C:3]=1[C:4]([N:12]1[CH2:16][CH2:15][CH2:14][CH2:13]1)=[O:6]. (7) The product is: [C:1]([O:5][C:6]([N:8]([CH:22]1[CH2:23][CH2:24][S:25](=[O:29])(=[O:28])[CH2:26][CH2:27]1)[C@@H:9]1[CH2:11][C@H:10]1[C:12]1[CH:21]=[CH:20][C:15]([C:16]([OH:18])=[O:17])=[CH:14][CH:13]=1)=[O:7])([CH3:4])([CH3:2])[CH3:3]. Given the reactants [C:1]([O:5][C:6]([N:8]([CH:22]1[CH2:27][CH2:26][S:25](=[O:29])(=[O:28])[CH2:24][CH2:23]1)[C@@H:9]1[CH2:11][C@H:10]1[C:12]1[CH:21]=[CH:20][C:15]([C:16]([O:18]C)=[O:17])=[CH:14][CH:13]=1)=[O:7])([CH3:4])([CH3:3])[CH3:2].[OH-].[Na+].Cl.O, predict the reaction product.